This data is from Full USPTO retrosynthesis dataset with 1.9M reactions from patents (1976-2016). The task is: Predict the reactants needed to synthesize the given product. (1) Given the product [BrH:1].[Br:1][C:4]1[C:3]([OH:2])=[C:12]([OH:13])[C:11]([Br:14])=[C:10]2[C:5]=1[CH2:6][CH2:7][NH:8][CH2:9]2, predict the reactants needed to synthesize it. The reactants are: [BrH:1].[OH:2][C:3]1[CH:4]=[C:5]2[C:10](=[CH:11][C:12]=1[OH:13])[CH2:9][NH:8][CH2:7][CH2:6]2.[Br:14]Br.C1CCCC=1. (2) Given the product [CH2:26]([O:28][C:29]([C:31]1([C:34]2[CH:39]=[CH:38][C:37]([C:20]3[CH:21]=[CH:22][C:17]([C:16]4[O:15][N:14]=[C:13]([CH3:24])[C:12]=4[NH:11][C:10]([O:9][C@H:7]([C:1]4[CH:6]=[CH:5][CH:4]=[CH:3][CH:2]=4)[CH3:8])=[O:25])=[CH:18][CH:19]=3)=[CH:36][CH:35]=2)[CH2:32][CH2:33]1)=[O:30])[CH3:27], predict the reactants needed to synthesize it. The reactants are: [C:1]1([C@@H:7]([O:9][C:10](=[O:25])[NH:11][C:12]2[C:13]([CH3:24])=[N:14][O:15][C:16]=2[C:17]2[CH:22]=[CH:21][C:20](Br)=[CH:19][CH:18]=2)[CH3:8])[CH:6]=[CH:5][CH:4]=[CH:3][CH:2]=1.[CH2:26]([O:28][C:29]([C:31]1([C:34]2[CH:39]=[CH:38][C:37](B3OC(C)(C)C(C)(C)O3)=[CH:36][CH:35]=2)[CH2:33][CH2:32]1)=[O:30])[CH3:27]. (3) Given the product [NH2:26][CH:1]([C:4]1[C:5]([O:18][CH3:19])=[C:6]([N:12]2[CH2:16][CH2:15][CH2:14][C:13]2=[O:17])[C:7]([CH3:11])=[C:8]([Cl:10])[CH:9]=1)[CH3:2], predict the reactants needed to synthesize it. The reactants are: [C:1]([C:4]1[C:5]([O:18][CH3:19])=[C:6]([N:12]2[CH2:16][CH2:15][CH2:14][C:13]2=[O:17])[C:7]([CH3:11])=[C:8]([Cl:10])[CH:9]=1)(=O)[CH3:2].C([O-])(=O)C.[NH4+].C([BH3-])#[N:26].[Na+]. (4) Given the product [O:19]=[C:18]([N:33]1[CH2:32][CH2:31][N:30]2[C:26]([C:25]([F:36])([F:24])[F:35])=[N:27][N:28]=[C:29]2[CH2:34]1)[CH2:13][C:2](=[O:1])[CH2:3][C:4]1[CH:9]=[C:8]([F:10])[C:7]([F:11])=[CH:6][C:5]=1[F:12], predict the reactants needed to synthesize it. The reactants are: [OH:1][C:2](=[C:13]1[C:18](=[O:19])OC(C)(C)OC1=O)[CH2:3][C:4]1[CH:9]=[C:8]([F:10])[C:7]([F:11])=[CH:6][C:5]=1[F:12].Cl.[F:24][C:25]([F:36])([F:35])[C:26]1[N:30]2[CH2:31][CH2:32][NH:33][CH2:34][C:29]2=[N:28][N:27]=1.C(N(C(C)C)CC)(C)C.